Dataset: Forward reaction prediction with 1.9M reactions from USPTO patents (1976-2016). Task: Predict the product of the given reaction. Given the reactants [CH3:1][O:2][C:3]1[CH:8]=[CH:7][CH:6]=[CH:5][C:4]=1[C:9]([CH3:20])([CH3:19])[CH2:10][C:11]([OH:18])([C:14]([F:17])([F:16])[F:15])[CH:12]=O.[NH2:21][C:22]1[CH:31]=[CH:30][CH:29]=[C:28]2[C:23]=1[CH2:24][O:25][C:26]2=[O:27].Br(Br)(Br)Br, predict the reaction product. The product is: [CH3:19][C:9]1([CH3:20])[C:4]2[C:5](=[CH:6][CH:7]=[CH:8][C:3]=2[O:2][CH3:1])[CH:12]([NH:21][C:22]2[CH:31]=[CH:30][CH:29]=[C:28]3[C:23]=2[CH2:24][O:25][C:26]3=[O:27])[C:11]([OH:18])([C:14]([F:15])([F:17])[F:16])[CH2:10]1.